Dataset: Reaction yield outcomes from USPTO patents with 853,638 reactions. Task: Predict the reaction yield, written as a fraction of the theoretical maximum amount of product (1.0 means a 100% yield; for example, 0.34 means a 34% yield). (1) The reactants are [S:1]1[CH:5]=[CH:4][N:3]2[C:6]3[CH:12]=[C:11]([CH:13]=[O:14])[CH:10]=[CH:9][C:7]=3[N:8]=[C:2]12.[Br-].[Mg+2].[Br-].[N+:18]([C:21]1[CH:39]=[CH:38][C:24]([CH2:25][O:26][C:27]([C:29]2[N:30]3[CH:33]([S:34][CH:35]=2)[CH:32]([Br:36])[C:31]3=[O:37])=[O:28])=[CH:23][CH:22]=1)([O-:20])=[O:19].[C:40](OC(=O)C)(=[O:42])[CH3:41]. The catalyst is C(OCC)(=O)C.C(N(CC)CC)C.C1COCC1.C(#N)C. The product is [C:40]([O:14][CH:13]([C:11]1[CH:10]=[CH:9][C:7]2[N:8]=[C:2]3[S:1][CH:5]=[CH:4][N:3]3[C:6]=2[CH:12]=1)[C:32]1([Br:36])[C:31](=[O:37])[N:30]2[C@@H:33]1[S:34][CH:35]=[C:29]2[C:27]([O:26][CH2:25][C:24]1[CH:38]=[CH:39][C:21]([N+:18]([O-:20])=[O:19])=[CH:22][CH:23]=1)=[O:28])(=[O:42])[CH3:41]. The yield is 0.500. (2) The reactants are [N:1]1[CH:6]=[CH:5][C:4]([N:7]2[CH2:12][CH2:11][CH:10]([CH2:13][O:14][C:15]([NH:17][NH:18][C:19]3[C:20]([NH2:25])=[CH:21][CH:22]=[CH:23][CH:24]=3)=[O:16])[CH2:9][CH2:8]2)=[CH:3][CH:2]=1.[C:26]([Cl:34])(=O)[C:27]1[CH:32]=[CH:31][CH:30]=[CH:29][CH:28]=1. No catalyst specified. The product is [OH2:14].[ClH:34].[CH2:26]([NH:25][C:20]1[C:19]([NH:18][NH:17][C:15]([O:14][CH2:13][CH:10]2[CH2:9][CH2:8][N:7]([C:4]3[CH:5]=[CH:6][N:1]=[CH:2][CH:3]=3)[CH2:12][CH2:11]2)=[O:16])=[CH:24][CH:23]=[CH:22][CH:21]=1)[C:27]1[CH:32]=[CH:31][CH:30]=[CH:29][CH:28]=1.[CH2:26]([NH:25][C:20]1[C:19]([NH:18][NH:17][C:15]([O:14][CH2:13][CH:10]2[CH2:9][CH2:8][N:7]([C:4]3[CH:5]=[CH:6][N:1]=[CH:2][CH:3]=3)[CH2:12][CH2:11]2)=[O:16])=[CH:24][CH:23]=[CH:22][CH:21]=1)[C:27]1[CH:32]=[CH:31][CH:30]=[CH:29][CH:28]=1.[ClH:34]. The yield is 0.610. (3) The reactants are [Cl:1][C:2]1[CH:7]=[CH:6][C:5]([C:8]2[S:12][C:11]([C:13]([O:15]C)=O)=[C:10](/[N:17]=[CH:18]/[N:19]([CH3:21])C)[CH:9]=2)=[CH:4][CH:3]=1.[CH3:22][N:23]1[CH2:28][CH2:27][CH:26]([O:29][C:30]2[N:35]=[C:34](CN)[CH:33]=[CH:32][CH:31]=2)[CH2:25][CH2:24]1.C1(O)C=CC=CC=1. The catalyst is C(OCC)C. The product is [Cl:1][C:2]1[CH:3]=[CH:4][C:5]([C:8]2[S:12][C:11]3[C:13](=[O:15])[N:19]([CH2:21][C:34]4[CH:33]=[CH:32][CH:31]=[C:30]([O:29][CH:26]5[CH2:27][CH2:28][N:23]([CH3:22])[CH2:24][CH2:25]5)[N:35]=4)[CH:18]=[N:17][C:10]=3[CH:9]=2)=[CH:6][CH:7]=1. The yield is 0.320. (4) The reactants are Cl.[N:2]1[CH:7]=[CH:6][CH:5]=[C:4]([CH2:8][C:9]([OH:11])=[O:10])[CH:3]=1.[B-](F)(F)(F)F.CN(C(ON1C(=O)CCC1=O)=[N+](C)C)C.C(N(CC)C(C)C)(C)C.[Cl:41][C:42]1[CH:43]=[C:44]([N:62]2[C:67](=[O:68])[NH:66][C:65](=[O:69])[C:64]([C:70]#[N:71])=[N:63]2)[CH:45]=[C:46]([Cl:61])[C:47]=1[O:48][C:49]1[CH:54]=[C:53]([CH:55]([CH3:57])[CH3:56])[C:52](=[O:58])[N:51]([CH2:59]O)[N:50]=1. The catalyst is C(Cl)Cl. The product is [Cl:61][C:46]1[CH:45]=[C:44]([N:62]2[C:67](=[O:68])[NH:66][C:65](=[O:69])[C:64]([C:70]#[N:71])=[N:63]2)[CH:43]=[C:42]([Cl:41])[C:47]=1[O:48][C:49]1[CH:54]=[C:53]([CH:55]([CH3:56])[CH3:57])[C:52](=[O:58])[N:51]([CH2:59][O:10][C:9](=[O:11])[CH2:8][C:4]2[CH:3]=[N:2][CH:7]=[CH:6][CH:5]=2)[N:50]=1. The yield is 0.220. (5) The reactants are F[P-](F)(F)(F)(F)F.N1(O[P+](N(C)C)(N(C)C)N(C)C)C2C=CC=CC=2N=N1.[CH:28]1([CH2:34][C@H:35]([N:39]2[CH2:47][C:46]3[C:41](=[CH:42][CH:43]=[CH:44][CH:45]=3)[C:40]2=[O:48])[C:36]([OH:38])=O)[CH2:33][CH2:32][CH2:31][CH2:30][CH2:29]1.Cl.[NH2:50][C:51]1[S:52][C:53]([Cl:56])=[CH:54][N:55]=1.C1(C[C@H](N2CC3C(=CC=CC=3)C2=O)C(NC2SC=CN=2)=O)CCCCC1. No catalyst specified. The product is [Cl:56][C:53]1[S:52][C:51]([NH:50][C:36](=[O:38])[CH:35]([N:39]2[CH2:47][C:46]3[C:41](=[CH:42][CH:43]=[CH:44][CH:45]=3)[C:40]2=[O:48])[CH2:34][CH:28]2[CH2:29][CH2:30][CH2:31][CH2:32][CH2:33]2)=[N:55][CH:54]=1. The yield is 0.590. (6) The reactants are Br[C:2]1[CH:3]=[C:4]2[C:9](=[CH:10][CH:11]=1)[N:8]([CH3:12])[C:7](=[O:13])[CH:6]=[C:5]2[C:14]1[CH:19]=[CH:18][CH:17]=[C:16]([Cl:20])[CH:15]=1.C[N:22]1[C:26]([Sn](CCCC)(CCCC)CCCC)=CN=C1.[C]=[O:41].[CH2:42]([N:44]([CH2:47]C)[CH2:45][CH3:46])C. The catalyst is O1CCOCC1.C1C=CC([P]([Pd]([P](C2C=CC=CC=2)(C2C=CC=CC=2)C2C=CC=CC=2)([P](C2C=CC=CC=2)(C2C=CC=CC=2)C2C=CC=CC=2)[P](C2C=CC=CC=2)(C2C=CC=CC=2)C2C=CC=CC=2)(C2C=CC=CC=2)C2C=CC=CC=2)=CC=1. The product is [Cl:20][C:16]1[CH:15]=[C:14]([C:5]2[C:4]3[C:9](=[CH:10][CH:11]=[C:2]([C:46]([C:45]4[N:44]([CH3:42])[CH:47]=[N:22][CH:26]=4)=[O:41])[CH:3]=3)[N:8]([CH3:12])[C:7](=[O:13])[CH:6]=2)[CH:19]=[CH:18][CH:17]=1. The yield is 0.700. (7) The reactants are [O:1]1[CH2:3][C@@H:2]1[CH2:4][N:5]1[C:13](=[O:14])[C:12]2[C:7](=[CH:8][CH:9]=[CH:10][CH:11]=2)[C:6]1=[O:15].[N:16]([C:19]1[CH:24]=[CH:23][C:22]([N:25]2[CH2:30][CH2:29][O:28][CH2:27][C:26]2=[O:31])=[CH:21][CH:20]=1)=[C:17]=[O:18]. The catalyst is C(#N)C.[Br-].C([N+](CCCC)(CCCC)CCCC)CCC. The product is [O:18]=[C:17]1[N:16]([C:19]2[CH:24]=[CH:23][C:22]([N:25]3[CH2:30][CH2:29][O:28][CH2:27][C:26]3=[O:31])=[CH:21][CH:20]=2)[CH2:3][C@H:2]([CH2:4][N:5]2[C:13](=[O:14])[C:12]3[C:7](=[CH:8][CH:9]=[CH:10][CH:11]=3)[C:6]2=[O:15])[O:1]1. The yield is 0.900.